The task is: Predict the reactants needed to synthesize the given product.. This data is from Full USPTO retrosynthesis dataset with 1.9M reactions from patents (1976-2016). (1) Given the product [Br:1][C:2]1[C:7]([CH3:8])=[CH:6][C:5]([N+:9]([O-:11])=[O:10])=[CH:4][C:3]=1[CH2:12][C:14]#[N:15], predict the reactants needed to synthesize it. The reactants are: [Br:1][C:2]1[C:7]([CH3:8])=[CH:6][C:5]([N+:9]([O-:11])=[O:10])=[CH:4][C:3]=1[CH2:12]Br.[C-:14]#[N:15].[K+]. (2) Given the product [ClH:35].[ClH:35].[CH2:36]([O:38][C:27]([C:24]1[CH:25]=[C:26]2[C:21](=[CH:22][CH:23]=1)[NH:20][N:19]=[C:18]2[C:13]1[CH:12]=[CH:11][C:10]2[C:15](=[CH:16][CH:17]=[C:8]([C:6]([N:1]3[CH2:2][CH2:3][CH2:4][CH2:5]3)=[O:7])[CH:9]=2)[CH:14]=1)=[NH:28])[CH3:37], predict the reactants needed to synthesize it. The reactants are: [N:1]1([C:6]([C:8]2[CH:9]=[C:10]3[C:15](=[CH:16][CH:17]=2)[CH:14]=[C:13]([C:18]2[C:26]4[C:21](=[CH:22][CH:23]=[C:24]([C:27]#[N:28])[CH:25]=4)[N:20](C4CCCCO4)[N:19]=2)[CH:12]=[CH:11]3)=[O:7])[CH2:5][CH2:4][CH2:3][CH2:2]1.[ClH:35].[CH2:36]([OH:38])[CH3:37]. (3) Given the product [CH3:12][C:13]1[C:14]([C:2]2[CH:3]=[C:4]([CH:7]=[CH:8][C:9]=2[O:10][CH3:11])[CH:5]=[O:6])=[CH:15][C:16]2[C:17]([CH3:26])([CH3:25])[CH2:18][CH2:19][C:20]([CH3:24])([CH3:23])[C:21]=2[CH:22]=1, predict the reactants needed to synthesize it. The reactants are: Br[C:2]1[CH:3]=[C:4]([CH:7]=[CH:8][C:9]=1[O:10][CH3:11])[CH:5]=[O:6].[CH3:12][C:13]1[C:14](B(O)O)=[CH:15][C:16]2[C:17]([CH3:26])([CH3:25])[CH2:18][CH2:19][C:20]([CH3:24])([CH3:23])[C:21]=2[CH:22]=1.C(=O)([O-])[O-].[K+].[K+]. (4) Given the product [Cl:1][C:2]1[CH:3]=[C:4]([C:8]#[C:9][C:10]2[N:11]=[C:12]([CH3:15])[N:13]([CH2:18][C:19]3[CH:20]=[CH:21][C:22]([CH3:25])=[N:23][CH:24]=3)[CH:14]=2)[CH:5]=[CH:6][CH:7]=1, predict the reactants needed to synthesize it. The reactants are: [Cl:1][C:2]1[CH:3]=[C:4]([C:8]#[C:9][C:10]2[N:11]=[C:12]([CH3:15])[NH:13][CH:14]=2)[CH:5]=[CH:6][CH:7]=1.Cl.Cl[CH2:18][C:19]1[CH:20]=[CH:21][C:22]([CH3:25])=[N:23][CH:24]=1. (5) Given the product [C:1]([O:5][C:6](=[O:24])[NH:7][C:8]1[CH:13]=[C:12]([N:14]([CH3:18])[CH2:15][CH2:16][CH3:17])[C:11]([C:19]([F:22])([F:21])[F:20])=[CH:10][C:9]=1[NH:23][C:30](=[O:29])[CH2:31][C:32](=[O:45])[C:33]1[CH:38]=[CH:37][CH:36]=[C:35]([C:39]2[CH:40]=[CH:41][N:42]=[CH:43][CH:44]=2)[CH:34]=1)([CH3:2])([CH3:3])[CH3:4], predict the reactants needed to synthesize it. The reactants are: [C:1]([O:5][C:6](=[O:24])[NH:7][C:8]1[CH:13]=[C:12]([N:14]([CH3:18])[CH2:15][CH2:16][CH3:17])[C:11]([C:19]([F:22])([F:21])[F:20])=[CH:10][C:9]=1[NH2:23])([CH3:4])([CH3:3])[CH3:2].C([O:29][C:30](=O)[CH2:31][C:32](=[O:45])[C:33]1[CH:38]=[CH:37][CH:36]=[C:35]([C:39]2[CH:44]=[CH:43][N:42]=[CH:41][CH:40]=2)[CH:34]=1)(C)(C)C.